Dataset: Reaction yield outcomes from USPTO patents with 853,638 reactions. Task: Predict the reaction yield, written as a fraction of the theoretical maximum amount of product (1.0 means a 100% yield; for example, 0.34 means a 34% yield). (1) The reactants are Cl[C:2]1[N:3]([C@@H:15]2[O:21][C@H:20]([CH2:22][OH:23])[C@@H:18]([OH:19])[C@H:16]2[OH:17])[C:4]2[C:9]([C:10]=1[CH:11]=[O:12])=[CH:8][C:7]([Cl:13])=[C:6]([Cl:14])[CH:5]=2.CO.C(Cl)(Cl)Cl.CO.O.[CH2:33]([NH2:35])C. The catalyst is C(O)C.CO. The product is [Cl:13][C:7]1[CH:8]=[C:9]2[C:4](=[CH:5][C:6]=1[Cl:14])[N:3]([C@@H:15]1[O:21][C@H:20]([CH2:22][OH:23])[C@@H:18]([OH:19])[C@H:16]1[OH:17])[C:2]([NH:35][CH3:33])=[C:10]2[CH:11]=[O:12]. The yield is 0.430. (2) The reactants are [CH2:1]1[C:14]2[C:13]3[CH:12]=[CH:11][CH:10]=[CH:9][C:8]=3[NH:7][C:6]=2[CH2:5][CH2:4][N:3]([C:15]([O:17][C:18]([CH3:21])([CH3:20])[CH3:19])=[O:16])[CH2:2]1.[H-].[Na+].Cl[CH2:25][C:26]([N:28]([CH3:30])[CH3:29])=[O:27].CCOC(C)=O. The catalyst is CN(C=O)C. The product is [CH3:29][N:28]([CH3:30])[C:26](=[O:27])[CH2:25][N:7]1[C:8]2[CH:9]=[CH:10][CH:11]=[CH:12][C:13]=2[C:14]2[CH2:1][CH2:2][N:3]([C:15]([O:17][C:18]([CH3:21])([CH3:20])[CH3:19])=[O:16])[CH2:4][CH2:5][C:6]1=2. The yield is 0.900.